Dataset: Reaction yield outcomes from USPTO patents with 853,638 reactions. Task: Predict the reaction yield, written as a fraction of the theoretical maximum amount of product (1.0 means a 100% yield; for example, 0.34 means a 34% yield). (1) The reactants are S(Cl)(Cl)=O.[S:5]1[CH:9]=[CH:8][C:7]([C:10]([OH:12])=[O:11])=[CH:6]1.[CH2:13](O)[CH3:14]. The catalyst is CN(C)C1C=CN=CC=1. The product is [S:5]1[CH:9]=[CH:8][C:7]([C:10]([O:12][CH2:13][CH3:14])=[O:11])=[CH:6]1. The yield is 0.910. (2) The yield is 0.740. The catalyst is CO. The reactants are [F:1][CH:2]1[CH2:6][N:5]([C:7]([O:9][CH2:10][C:11]2[CH:16]=[CH:15][CH:14]=[CH:13][CH:12]=2)=[O:8])[C@H:4]([C:17]([O:19]CC)=[O:18])[CH:3]1[CH3:22].[Li+].[OH-]. The product is [CH2:10]([O:9][C:7]([N:5]1[CH2:6][CH:2]([F:1])[CH:3]([CH3:22])[C@H:4]1[C:17]([OH:19])=[O:18])=[O:8])[C:11]1[CH:16]=[CH:15][CH:14]=[CH:13][CH:12]=1. (3) The reactants are [CH2:1]([C:8]1[C:29](=[O:30])[N:11]2[CH:12]=[C:13]([C:23]3[CH:28]=[CH:27][CH:26]=[CH:25][CH:24]=3)[NH:14][C:15]([CH2:16][C:17]3[CH:22]=[CH:21][CH:20]=[CH:19][CH:18]=3)=[C:10]2[N:9]=1)[C:2]1[CH:7]=[CH:6][CH:5]=[CH:4][CH:3]=1.[CH:31](N(C(C)C)CC)(C)C.CI. The catalyst is CN(C=O)C.ClCCl. The product is [CH2:1]([C:8]1[N:9]=[C:10]2[C:15]([CH2:16][C:17]3[CH:22]=[CH:21][CH:20]=[CH:19][CH:18]=3)=[N:14][C:13]([C:23]3[CH:28]=[CH:27][CH:26]=[CH:25][CH:24]=3)=[CH:12][N:11]2[C:29]=1[O:30][CH3:31])[C:2]1[CH:7]=[CH:6][CH:5]=[CH:4][CH:3]=1. The yield is 0.770. (4) The reactants are C([O:4][CH2:5][C:6]1[C:11](B2OC(C)(C)C(C)(C)O2)=[CH:10][CH:9]=[CH:8][C:7]=1[N:21]1[N:30]=[CH:29][C:28]2[C:23](=[C:24]([F:35])[CH:25]=[C:26]([C:31]([CH3:34])([CH3:33])[CH3:32])[CH:27]=2)[C:22]1=[O:36])(=O)C.Cl[C:38]1[CH:39]=[C:40]([NH:46][C:47]2[CH:52]=[CH:51][C:50]([N:53]3[CH2:58][CH2:57][N:56]([CH3:59])[CH2:55][CH2:54]3)=[CH:49][N:48]=2)[C:41](=[O:45])[N:42]([CH3:44])[N:43]=1.P([O-])([O-])([O-])=O.[K+].[K+].[K+].C1(P(C2CCCCC2)C2C=CC=CC=2C2C(C(C)C)=CC(C(C)C)=CC=2C(C)C)CCCCC1.[Cl-].[NH4+]. The catalyst is C(O)CCC.O.[Pd].[Pd].C(=CC(C=CC1C=CC=CC=1)=O)C1C=CC=CC=1.C(=CC(C=CC1C=CC=CC=1)=O)C1C=CC=CC=1. The product is [C:31]([C:26]1[CH:27]=[C:28]2[C:23](=[C:24]([F:35])[CH:25]=1)[C:22](=[O:36])[N:21]([C:7]1[CH:8]=[CH:9][CH:10]=[C:11]([C:38]3[CH:39]=[C:40]([NH:46][C:47]4[CH:52]=[CH:51][C:50]([N:53]5[CH2:54][CH2:55][N:56]([CH3:59])[CH2:57][CH2:58]5)=[CH:49][N:48]=4)[C:41](=[O:45])[N:42]([CH3:44])[N:43]=3)[C:6]=1[CH2:5][OH:4])[N:30]=[CH:29]2)([CH3:34])([CH3:32])[CH3:33]. The yield is 0.240.